From a dataset of Forward reaction prediction with 1.9M reactions from USPTO patents (1976-2016). Predict the product of the given reaction. (1) Given the reactants [F:1][C:2]1[CH:24]=[CH:23][CH:22]=[CH:21][C:3]=1[CH2:4][C@H:5]1[CH2:10][C@H:9]([C:11]2[O:15][NH:14][C:13](=[O:16])[CH:12]=2)[CH2:8][CH2:7][N:6]1[C:17]([O:19][CH3:20])=[O:18].CCO.C(#N)C, predict the reaction product. The product is: [F:1][C:2]1[CH:24]=[CH:23][CH:22]=[CH:21][C:3]=1[CH2:4][C@@H:5]1[CH2:10][C@@H:9]([C:11]2[O:15][NH:14][C:13](=[O:16])[CH:12]=2)[CH2:8][CH2:7][N:6]1[C:17]([O:19][CH3:20])=[O:18].[F:1][C:2]1[CH:24]=[CH:23][CH:22]=[CH:21][C:3]=1[CH2:4][C@H:5]1[CH2:10][C@H:9]([C:11]2[O:15][NH:14][C:13](=[O:16])[CH:12]=2)[CH2:8][CH2:7][N:6]1[C:17]([O:19][CH3:20])=[O:18]. (2) The product is: [C:1]([O:5][C:6]([N:8]1[CH2:9][CH2:10][CH:11]([N:14]2[CH2:18][CH2:17][C@@H:16]([CH2:19][C:20]3[C:25]([Cl:26])=[CH:24][C:23]([C:44]4[CH:45]=[CH:46][C:41]([C:39]([O:38][CH3:37])=[O:40])=[CH:42][CH:43]=4)=[CH:22][C:21]=3[Cl:35])[C:15]2=[O:36])[CH2:12][CH2:13]1)=[O:7])([CH3:3])([CH3:4])[CH3:2]. Given the reactants [C:1]([O:5][C:6]([N:8]1[CH2:13][CH2:12][CH:11]([N:14]2[CH2:18][CH2:17][CH:16]([CH2:19][C:20]3[C:25]([Cl:26])=[CH:24][C:23](OS(C(F)(F)F)(=O)=O)=[CH:22][C:21]=3[Cl:35])[C:15]2=[O:36])[CH2:10][CH2:9]1)=[O:7])([CH3:4])([CH3:3])[CH3:2].[CH3:37][O:38][C:39]([C:41]1[CH:46]=[CH:45][C:44](B(O)O)=[CH:43][CH:42]=1)=[O:40].C([O-])([O-])=O.[K+].[K+], predict the reaction product. (3) Given the reactants [N+:1]([C:4]1[CH:9]=[CH:8][C:7]([O:10][CH:11]([CH3:16])[C:12]([F:15])([F:14])[F:13])=[CH:6][CH:5]=1)([O-])=O, predict the reaction product. The product is: [F:13][C:12]([F:14])([F:15])[CH:11]([CH3:16])[O:10][C:7]1[CH:6]=[CH:5][C:4]([NH2:1])=[CH:9][CH:8]=1.